Dataset: Aqueous solubility values for 9,982 compounds from the AqSolDB database. Task: Regression/Classification. Given a drug SMILES string, predict its absorption, distribution, metabolism, or excretion properties. Task type varies by dataset: regression for continuous measurements (e.g., permeability, clearance, half-life) or binary classification for categorical outcomes (e.g., BBB penetration, CYP inhibition). For this dataset (solubility_aqsoldb), we predict Y. (1) The drug is C=CC(C)CCCC(C)(C)OC(C)=O. The Y is -4.03 log mol/L. (2) The compound is O=S(=O)([O-])c1ccc2oc3ccccc3c2c1. The Y is -0.466 log mol/L. (3) The compound is CC(O)C(C)(C)C. The Y is -0.624 log mol/L. (4) The drug is CC(=O)C(N=Nc1ccc(Cl)cc1[N+](=O)[O-])C(=O)Nc1ccc2[nH]c(=O)[nH]c2c1. The Y is -7.47 log mol/L. (5) The molecule is O=[N+]([O-])c1cc(Cl)c(Cl)cc1Cl. The Y is -3.89 log mol/L. (6) The compound is OCC1C(CO)C2(Cl)C(Cl)=C(Cl)C1(Cl)C2(Cl)Cl. The Y is -3.08 log mol/L.